From a dataset of Full USPTO retrosynthesis dataset with 1.9M reactions from patents (1976-2016). Predict the reactants needed to synthesize the given product. (1) Given the product [CH3:21][P:19]([CH2:22][C:23]1[CH:24]=[C:25]([N:29]2[C:33]([NH:42][C:45]([NH:47][C:48]3[C:57]4[C:52](=[CH:53][CH:54]=[CH:55][CH:56]=4)[C:51]([O:58][C:59]4[CH:64]=[CH:63][N:62]=[C:61]([NH:65][C:66]5[CH:67]=[CH:68][CH:69]=[CH:70][CH:71]=5)[CH:60]=4)=[CH:50][CH:49]=3)=[O:8])=[CH:32][C:31]([CH:37]([CH3:38])[CH3:39])=[N:30]2)[CH:26]=[CH:27][CH:28]=1)([CH3:18])=[O:20], predict the reactants needed to synthesize it. The reactants are: C1C=CC(P(N=[N+]=[N-])(C2C=CC=CC=2)=[O:8])=CC=1.[CH3:18][P:19]([CH2:22][C:23]1[CH:24]=[C:25]([N:29]2[C:33](C(O)=O)=[CH:32][C:31]([CH:37]([CH3:39])[CH3:38])=[N:30]2)[CH:26]=[CH:27][CH:28]=1)([CH3:21])=[O:20].C([N:42]([CH2:45]C)CC)C.[NH2:47][C:48]1[C:57]2[C:52](=[CH:53][CH:54]=[CH:55][CH:56]=2)[C:51]([O:58][C:59]2[CH:64]=[CH:63][N:62]=[C:61]([NH:65][C:66]3[CH:71]=[CH:70][CH:69]=[CH:68][CH:67]=3)[CH:60]=2)=[CH:50][CH:49]=1. (2) Given the product [Cl:2][C:3]1[CH:4]=[C:5]([C:20]([NH:23][CH2:24][C:25]2[C:26](=[O:35])[NH:27][C:28]([CH3:34])=[CH:29][C:30]=2[CH2:31][CH2:32][CH3:33])=[O:21])[C:6]2[C:7]([CH3:19])=[C:8]([CH2:15][N:16]([CH3:18])[CH3:17])[N:9]([CH:12]([CH3:13])[CH3:14])[C:10]=2[CH:11]=1, predict the reactants needed to synthesize it. The reactants are: Cl.[Cl:2][C:3]1[CH:4]=[C:5]([C:20](O)=[O:21])[C:6]2[C:7]([CH3:19])=[C:8]([CH2:15][N:16]([CH3:18])[CH3:17])[N:9]([CH:12]([CH3:14])[CH3:13])[C:10]=2[CH:11]=1.[NH2:23][CH2:24][C:25]1[C:26](=[O:35])[NH:27][C:28]([CH3:34])=[CH:29][C:30]=1[CH2:31][CH2:32][CH3:33].C1C=NC2N(O)N=NC=2C=1.CN1CCOCC1.C(Cl)CCl.